From a dataset of Catalyst prediction with 721,799 reactions and 888 catalyst types from USPTO. Predict which catalyst facilitates the given reaction. (1) Reactant: Cl[C:2]1[CH:11]=[C:10]([C:12]([NH:14][C:15]2[CH:16]=[N:17][CH:18]=[CH:19][CH:20]=2)=[O:13])[C:9]2[C:4](=[CH:5][CH:6]=[C:7]([C:21]3[CH:26]=[CH:25][CH:24]=[CH:23][CH:22]=3)[CH:8]=2)[N:3]=1.C(=O)([O-])[O-].[K+].[K+].O.[CH3:34][C:35]1[O:39][C:38](B(O)O)=[CH:37][CH:36]=1. Product: [CH3:34][C:35]1[O:39][C:38]([C:2]2[CH:11]=[C:10]([C:12]([NH:14][C:15]3[CH:16]=[N:17][CH:18]=[CH:19][CH:20]=3)=[O:13])[C:9]3[C:4](=[CH:5][CH:6]=[C:7]([C:21]4[CH:26]=[CH:25][CH:24]=[CH:23][CH:22]=4)[CH:8]=3)[N:3]=2)=[CH:37][CH:36]=1. The catalyst class is: 155. (2) Reactant: Cl[C:2]1[C:3]([C:10]([OH:12])=[O:11])=[N:4][N:5]([CH3:9])[C:6](=[O:8])[CH:7]=1.[F:13][C:14]1[CH:20]=[C:19]([I:21])[CH:18]=[CH:17][C:15]=1[NH2:16].C[Si]([N-][Si](C)(C)C)(C)C.[Li+]. Product: [F:13][C:14]1[CH:20]=[C:19]([I:21])[CH:18]=[CH:17][C:15]=1[NH:16][C:2]1[C:3]([C:10]([OH:12])=[O:11])=[N:4][N:5]([CH3:9])[C:6](=[O:8])[CH:7]=1. The catalyst class is: 7. (3) Reactant: [Br:1][C:2]1[CH:3]=[C:4]([C:13](=[O:15])[CH3:14])[CH:5]=[CH:6][C:7]=1[S:8][C:9]([CH3:12])([CH3:11])[CH3:10].[Cl:16][C:17]1[CH:18]=[C:19]([C:24](=O)[C:25]([F:28])([F:27])[F:26])[CH:20]=[C:21]([Cl:23])[CH:22]=1.C(=O)([O-])[O-].[K+].[K+].C(N(CC)CC)C. Product: [Br:1][C:2]1[CH:3]=[C:4]([C:13](=[O:15])/[CH:14]=[C:24](\[C:19]2[CH:20]=[C:21]([Cl:23])[CH:22]=[C:17]([Cl:16])[CH:18]=2)/[C:25]([F:28])([F:27])[F:26])[CH:5]=[CH:6][C:7]=1[S:8][C:9]([CH3:11])([CH3:10])[CH3:12]. The catalyst class is: 26. (4) Reactant: [Cl:1][C:2]1[N:10]=[C:9]([CH3:11])[CH:8]=[CH:7][C:3]=1[C:4]([OH:6])=[O:5].CI.[C:14]([O-])([O-])=O.[K+].[K+]. Product: [CH3:14][O:5][C:4](=[O:6])[C:3]1[CH:7]=[CH:8][C:9]([CH3:11])=[N:10][C:2]=1[Cl:1]. The catalyst class is: 3. (5) Reactant: [CH2:1]([CH:5]1[CH2:8][CH:7]([NH:9]C(=O)OC(C)(C)C)[CH2:6]1)[CH:2]([CH3:4])[CH3:3].[ClH:17]. Product: [ClH:17].[CH2:1]([CH:5]1[CH2:8][CH:7]([NH2:9])[CH2:6]1)[CH:2]([CH3:4])[CH3:3]. The catalyst class is: 12.